This data is from Full USPTO retrosynthesis dataset with 1.9M reactions from patents (1976-2016). The task is: Predict the reactants needed to synthesize the given product. (1) Given the product [CH3:8][C:9]1([CH3:17])[O:14][C:13](=[O:15])[C:12](=[CH:18][NH:7][C:4]2[CH:5]=[CH:6][N:2]([CH3:1])[N:3]=2)[C:11](=[O:16])[O:10]1, predict the reactants needed to synthesize it. The reactants are: [CH3:1][N:2]1[CH:6]=[CH:5][C:4]([NH2:7])=[N:3]1.[CH3:8][C:9]1([CH3:17])[O:14][C:13](=[O:15])[CH2:12][C:11](=[O:16])[O:10]1.[CH2:18](OC(OCC)OCC)C. (2) The reactants are: [CH3:1][S:2]([N:5]1[CH2:10][CH2:9][CH2:8][C@H:7]([NH:11][C:12]2[C:17]([C:18]3[N:19]=[C:20]4[CH:26]=[CH:25][N:24](COCC[Si](C)(C)C)[C:21]4=[N:22][CH:23]=3)=[CH:16][N:15]=[C:14](S(C)(=O)=O)[N:13]=2)[CH2:6]1)(=[O:4])=[O:3].O.[O:40]1CCOCC1. Given the product [CH3:1][S:2]([N:5]1[CH2:10][CH2:9][CH2:8][C@H:7]([NH:11][C:12]2[C:17]([C:18]3[N:19]=[C:20]4[CH:26]=[CH:25][NH:24][C:21]4=[N:22][CH:23]=3)=[CH:16][N:15]=[C:14]([OH:40])[N:13]=2)[CH2:6]1)(=[O:3])=[O:4], predict the reactants needed to synthesize it. (3) Given the product [NH2:18][C@H:4]([C:5]1[NH:9][C:8]2[CH:10]=[CH:11][C:12]([C:14]([CH3:15])([CH3:17])[CH3:16])=[CH:13][C:7]=2[N:6]=1)[C@@H:3]([CH3:26])[C:2]([NH2:1])=[O:27], predict the reactants needed to synthesize it. The reactants are: [NH2:1][C:2](=[O:27])[CH:3]([CH3:26])[C@H:4]([NH:18]C(=O)OC(C)(C)C)[C:5]1[NH:9][C:8]2[CH:10]=[CH:11][C:12]([C:14]([CH3:17])([CH3:16])[CH3:15])=[CH:13][C:7]=2[N:6]=1. (4) Given the product [CH3:20][C:21]1[C:25]2[CH:26]=[CH:27][CH:28]=[CH:29][C:24]=2[O:23][C:22]=1[B:11]1[O:15][C:14]([CH3:17])([CH3:16])[C:13]([CH3:19])([CH3:18])[O:12]1, predict the reactants needed to synthesize it. The reactants are: ClC1C=CC=C2C=1NC([B:11]1[O:15][C:14]([CH3:17])([CH3:16])[C:13]([CH3:19])([CH3:18])[O:12]1)=C2.[CH3:20][C:21]1[C:25]2[CH:26]=[CH:27][CH:28]=[CH:29][C:24]=2[O:23][CH:22]=1.